This data is from Reaction yield outcomes from USPTO patents with 853,638 reactions. The task is: Predict the reaction yield, written as a fraction of the theoretical maximum amount of product (1.0 means a 100% yield; for example, 0.34 means a 34% yield). (1) The reactants are CS(C)=O.C(Cl)(=O)C(Cl)=O.[OH:11][CH2:12][C@@H:13]1[CH2:17][C:16](/[CH:18]=[CH:19]/[CH3:20])=[CH:15][N:14]1[C:21]([C:23]1[CH:28]=[C:27]([O:29][CH3:30])[C:26]([O:31][Si:32]([CH:39]([CH3:41])[CH3:40])([CH:36]([CH3:38])[CH3:37])[CH:33]([CH3:35])[CH3:34])=[CH:25][C:24]=1[NH:42][C:43]([O:45][CH2:46][C:47]1[CH:52]=[CH:51][C:50]([NH:53][C:54](=[O:71])[C@@H:55]([NH:57][C:58](=[O:70])[C@@H:59]([NH:63][C:64](=[O:69])[O:65][CH2:66][CH:67]=[CH2:68])[CH:60]([CH3:62])[CH3:61])[CH3:56])=[CH:49][CH:48]=1)=[O:44])=[O:22].C(N(CC)CC)C. The catalyst is C(Cl)Cl. The product is [OH:11][C@@H:12]1[N:42]([C:43]([O:45][CH2:46][C:47]2[CH:52]=[CH:51][C:50]([NH:53][C:54](=[O:71])[C@@H:55]([NH:57][C:58](=[O:70])[C@@H:59]([NH:63][C:64]([O:65][CH2:66][CH:67]=[CH2:68])=[O:69])[CH:60]([CH3:61])[CH3:62])[CH3:56])=[CH:49][CH:48]=2)=[O:44])[C:24]2[CH:25]=[C:26]([O:31][Si:32]([CH:39]([CH3:40])[CH3:41])([CH:36]([CH3:37])[CH3:38])[CH:33]([CH3:35])[CH3:34])[C:27]([O:29][CH3:30])=[CH:28][C:23]=2[C:21](=[O:22])[N:14]2[CH:15]=[C:16](/[CH:18]=[CH:19]/[CH3:20])[CH2:17][C@@H:13]12. The yield is 0.540. (2) The reactants are O1[C:5]2([CH2:10][CH2:9][N:8]([C:11]3[CH:12]=[CH:13][C:14]([CH3:32])=[C:15]([CH:31]=3)[C:16]([NH:18][C:19]3[C:20]([CH3:30])=[C:21]([CH:26]=[CH:27][C:28]=3[CH3:29])[C:22]([O:24][CH3:25])=[O:23])=[O:17])[CH2:7][CH2:6]2)[O:4]CC1.Cl. The catalyst is C1COCC1. The product is [CH3:30][C:20]1[C:19]([NH:18][C:16](=[O:17])[C:15]2[CH:31]=[C:11]([N:8]3[CH2:7][CH2:6][C:5](=[O:4])[CH2:10][CH2:9]3)[CH:12]=[CH:13][C:14]=2[CH3:32])=[C:28]([CH3:29])[CH:27]=[CH:26][C:21]=1[C:22]([O:24][CH3:25])=[O:23]. The yield is 0.534. (3) The reactants are [Cl:1][C:2]1[CH:16]=[CH:15][C:5]([C:6]([N:8]2[CH2:13][CH2:12][CH2:11][C@@H:10]([NH2:14])[CH2:9]2)=[O:7])=[CH:4][CH:3]=1.[CH3:17][C:18]1[CH:26]=[CH:25][C:21]([C:22](Cl)=[O:23])=[CH:20][CH:19]=1.[OH-].[Na+]. The product is [Cl:1][C:2]1[CH:16]=[CH:15][C:5]([C:6]([N:8]2[CH2:13][CH2:12][CH2:11][C@@H:10]([NH:14][C:22](=[O:23])[C:21]3[CH:25]=[CH:26][C:18]([CH3:17])=[CH:19][CH:20]=3)[CH2:9]2)=[O:7])=[CH:4][CH:3]=1. The yield is 0.660. No catalyst specified. (4) The reactants are [C:1]1([S:7]([N:10]2[C:14]3[CH:15]=[N:16][C:17]([C:26]#[N:27])=[C:18]([O:19][CH:20]4[CH2:25][CH2:24][NH:23][CH2:22][CH2:21]4)[C:13]=3[C:12]3[CH:28]=[C:29]([Br:32])[CH:30]=[N:31][C:11]2=3)(=[O:9])=[O:8])[CH:6]=[CH:5][CH:4]=[CH:3][CH:2]=1.[I-].[Na+].Br[CH2:36][CH2:37][O:38][CH:39]1[CH2:44][CH2:43][CH2:42][CH2:41][O:40]1. The catalyst is C(#N)C. The product is [C:1]1([S:7]([N:10]2[C:14]3[CH:15]=[N:16][C:17]([C:26]#[N:27])=[C:18]([O:19][CH:20]4[CH2:25][CH2:24][N:23]([CH2:36][CH2:37][O:38][CH:39]5[CH2:44][CH2:43][CH2:42][CH2:41][O:40]5)[CH2:22][CH2:21]4)[C:13]=3[C:12]3[CH:28]=[C:29]([Br:32])[CH:30]=[N:31][C:11]2=3)(=[O:8])=[O:9])[CH:2]=[CH:3][CH:4]=[CH:5][CH:6]=1. The yield is 0.330. (5) The reactants are [NH2:1][CH:2]1[CH2:11][O:10][C:9]2[C:4](=[N:5][CH:6]=[C:7]([N:12]3[C:17](=[O:18])[CH:16]=[N:15][C:14]4[CH:19]=[CH:20][C:21]([O:23][CH3:24])=[N:22][C:13]3=4)[CH:8]=2)[CH2:3]1.[O:25]=[C:26]1[CH2:31][O:30][C:29]2[CH:32]=[CH:33][C:34]([CH:36]=O)=[N:35][C:28]=2[NH:27]1.[C:48]([O:47][BH-]([O:47][C:48](=[O:50])[CH3:49])[O:47][C:48](=[O:50])[CH3:49])(=[O:50])[CH3:49].[Na+]. The catalyst is C(Cl)(Cl)Cl. The product is [C:48]([OH:47])(=[O:50])/[CH:49]=[CH:20]/[C:21]([OH:23])=[O:25].[CH3:24][O:23][C:21]1[CH:20]=[CH:19][C:14]2[N:15]=[CH:16][C:17](=[O:18])[N:12]([C:7]3[CH:8]=[C:9]4[O:10][CH2:11][CH:2]([NH:1][CH2:36][C:34]5[CH:33]=[CH:32][C:29]6[O:30][CH2:31][C:26](=[O:25])[NH:27][C:28]=6[N:35]=5)[CH2:3][C:4]4=[N:5][CH:6]=3)[C:13]=2[N:22]=1. The yield is 0.800. (6) The reactants are [O:1]=[C:2]1[C:5]2([CH2:9][CH2:8][CH2:7][N:6]2[C:10]([O:12][CH2:13][C:14]2[CH:19]=[CH:18][CH:17]=[CH:16][CH:15]=2)=[O:11])[CH2:4][NH:3]1.C([O-])([O-])=O.[Cs+].[Cs+].Br[CH2:27][C:28]([O:30][CH2:31][CH3:32])=[O:29]. The catalyst is C(#N)C. The product is [CH2:31]([O:30][C:28](=[O:29])[CH2:27][N:3]1[CH2:4][C:5]2([CH2:9][CH2:8][CH2:7][N:6]2[C:10]([O:12][CH2:13][C:14]2[CH:19]=[CH:18][CH:17]=[CH:16][CH:15]=2)=[O:11])[C:2]1=[O:1])[CH3:32]. The yield is 0.786. (7) The reactants are [N:1]1[S:2][N:3]=[C:4]2[CH:9]=[C:8]([C:10](=O)[CH2:11][CH3:12])[CH:7]=[CH:6][C:5]=12.[Cl:14][CH2:15][CH2:16][O:17][C:18]1[CH:23]=[CH:22][C:21]([C:24]([C:26]2[CH:31]=[CH:30][C:29]([OH:32])=[CH:28][CH:27]=2)=O)=[CH:20][CH:19]=1. No catalyst specified. The product is [N:1]1[S:2][N:3]=[C:4]2[CH:9]=[C:8]([C:10]([CH2:11][CH3:12])=[C:24]([C:26]3[CH:31]=[CH:30][C:29]([OH:32])=[CH:28][CH:27]=3)[C:21]3[CH:22]=[CH:23][C:18]([O:17][CH2:16][CH2:15][Cl:14])=[CH:19][CH:20]=3)[CH:7]=[CH:6][C:5]=12. The yield is 0.100. (8) The reactants are [CH3:1][C:2]1[C:7]2[CH2:8][CH2:9][C:10]3[CH:15]=[CH:14][N:13]=[CH:12][C:11]=3[CH:16]([N:17]=[C:18]=[S:19])[C:6]=2[CH:5]=[CH:4][CH:3]=1.[Cl:20][C:21]1[CH:22]=[C:23]([C:29]([NH:31][C@@H:32]2[CH2:36][CH2:35][N:34]([CH3:37])[C:33]2=[O:38])=[O:30])[CH:24]=[N:25][C:26]=1[NH:27][NH2:28]. The product is [Cl:20][C:21]1[CH:22]=[C:23]([C:29]([NH:31][C@@H:32]2[CH2:36][CH2:35][N:34]([CH3:37])[C:33]2=[O:38])=[O:30])[CH:24]=[N:25][C:26]=1[NH:27][NH:28][C:18]([NH:17][CH:16]1[C:11]2[CH:12]=[N:13][CH:14]=[CH:15][C:10]=2[CH2:9][CH2:8][C:7]2[C:2]([CH3:1])=[CH:3][CH:4]=[CH:5][C:6]1=2)=[S:19]. The catalyst is CC(N(C)C)=O. The yield is 0.340. (9) The reactants are Cl[C:2]1[C:3](=[O:16])[NH:4][C:5]2[C:10]([N:11]=1)=[CH:9][C:8]([C:12]([O:14][CH3:15])=[O:13])=[CH:7][CH:6]=2.[CH3:17][C@@H:18]([NH2:21])[CH2:19][CH3:20].CCN(C(C)C)C(C)C. The catalyst is CS(C)=O. The product is [C@H:18]([NH:21][C:2]1[C:3](=[O:16])[NH:4][C:5]2[C:10]([N:11]=1)=[CH:9][C:8]([C:12]([O:14][CH3:15])=[O:13])=[CH:7][CH:6]=2)([CH2:19][CH3:20])[CH3:17]. The yield is 0.750. (10) The catalyst is C(COC)OC.C([O-])([O-])=O.[Na+].[Na+]. The product is [OH:37][C:34]1[CH:35]=[CH:36][C:31]([C:7]2[CH:16]=[C:15]3[C:10]([CH:11]=[CH:12][C:13]([C:17]([O:19][CH3:20])=[O:18])=[CH:14]3)=[CH:9][CH:8]=2)=[CH:32][CH:33]=1. The yield is 0.955. The reactants are FC(F)(F)S(O[C:7]1[CH:16]=[C:15]2[C:10]([CH:11]=[CH:12][C:13]([C:17]([O:19][CH3:20])=[O:18])=[CH:14]2)=[CH:9][CH:8]=1)(=O)=O.CC1(C)C(C)(C)OB([C:31]2[CH:36]=[CH:35][C:34]([OH:37])=[CH:33][CH:32]=2)O1.